From a dataset of Catalyst prediction with 721,799 reactions and 888 catalyst types from USPTO. Predict which catalyst facilitates the given reaction. Reactant: [Br:1][C:2]1[CH:3]=[CH:4][C:5]2[O:6][C:7]([CH3:14])([CH3:13])[C:8](=O)[NH:9][C:10]=2[N:11]=1.S(C)C. Product: [Br:1][C:2]1[CH:3]=[CH:4][C:5]2[O:6][C:7]([CH3:14])([CH3:13])[CH2:8][NH:9][C:10]=2[N:11]=1. The catalyst class is: 5.